This data is from Full USPTO retrosynthesis dataset with 1.9M reactions from patents (1976-2016). The task is: Predict the reactants needed to synthesize the given product. (1) Given the product [CH2:9]([O:8][C:4]1[CH:3]=[C:2]([C:29]2[CH:30]=[CH:31][C:26]([CH2:25][OH:24])=[CH:27][CH:28]=2)[CH:7]=[CH:6][CH:5]=1)[CH3:10], predict the reactants needed to synthesize it. The reactants are: Br[C:2]1[CH:3]=[C:4]([O:8][CH2:9][CH3:10])[CH:5]=[CH:6][CH:7]=1.C1(C)C=CC=CC=1.C(=O)([O-])[O-].[Na+].[Na+].[OH:24][CH2:25][C:26]1[CH:31]=[CH:30][C:29](B(O)O)=[CH:28][CH:27]=1. (2) Given the product [Cl:1][C:2]1[CH:9]=[C:8]([OH:10])[CH:7]=[CH:6][C:3]=1[C:4]#[N:12], predict the reactants needed to synthesize it. The reactants are: [Cl:1][C:2]1[CH:9]=[C:8]([OH:10])[CH:7]=[CH:6][C:3]=1[CH:4]=O.Cl.[NH2:12]O. (3) The reactants are: [Cl:1][C:2]1[CH:3]=[C:4]([S:9]([NH:12][CH2:13][C:14]2([C:24]3[CH:29]=[CH:28][C:27](I)=[CH:26][CH:25]=3)[CH2:19][CH2:18][N:17]([CH2:20][CH:21]3[CH2:23][CH2:22]3)[CH2:16][CH2:15]2)(=[O:11])=[O:10])[CH:5]=[CH:6][C:7]=1[F:8].[C:31]([C:33]1[CH:34]=[C:35](B(O)O)[CH:36]=[CH:37][CH:38]=1)#[N:32].C([O-])([O-])=O.[Na+].[Na+].CCO. Given the product [Cl:1][C:2]1[CH:3]=[C:4]([S:9]([NH:12][CH2:13][C:14]2([C:24]3[CH:29]=[CH:28][C:27]([C:37]4[CH:36]=[CH:35][CH:34]=[C:33]([C:31]#[N:32])[CH:38]=4)=[CH:26][CH:25]=3)[CH2:19][CH2:18][N:17]([CH2:20][CH:21]3[CH2:23][CH2:22]3)[CH2:16][CH2:15]2)(=[O:11])=[O:10])[CH:5]=[CH:6][C:7]=1[F:8], predict the reactants needed to synthesize it.